Regression/Classification. Given a drug SMILES string, predict its toxicity properties. Task type varies by dataset: regression for continuous values (e.g., LD50, hERG inhibition percentage) or binary classification for toxic/non-toxic outcomes (e.g., AMES mutagenicity, cardiotoxicity, hepatotoxicity). Dataset: ames. From a dataset of Ames mutagenicity test results for genotoxicity prediction. (1) The compound is Cc1c2ccccc2cc2ccc3ccccc3c12. The result is 1 (mutagenic). (2) The drug is C/C=C/Cl. The result is 1 (mutagenic). (3) The compound is O=C(O)Cc1c[nH]c2ccc(O)cc12. The result is 0 (non-mutagenic). (4) The drug is O=C(CBr)c1oc([N+](=O)[O-])c(-c2ccccc2)c1-c1ccccc1. The result is 1 (mutagenic). (5) The drug is CCC(=O)O. The result is 0 (non-mutagenic). (6) The molecule is OC1C2=c3c(cc4cccc5ccc(c3c54)C1O)-c1ccccc12. The result is 0 (non-mutagenic).